From a dataset of Full USPTO retrosynthesis dataset with 1.9M reactions from patents (1976-2016). Predict the reactants needed to synthesize the given product. (1) Given the product [C:4]([O:6][CH:7]([CH3:9])[CH3:8])(=[O:5])/[CH:3]=[CH:2]/[C:1]([O:11][CH:12]([CH3:14])[CH3:13])=[O:10].[C:18]([O:20][CH2:21][CH3:22])(=[O:19])/[CH:17]=[CH:16]/[C:15]([O:24][CH2:25][CH3:26])=[O:23].[C:27]([NH:31][C:32](=[O:36])[C:33]([CH3:35])=[CH2:34])([CH3:30])([CH3:29])[CH3:28], predict the reactants needed to synthesize it. The reactants are: [C:1]([O:11][CH:12]([CH3:14])[CH3:13])(=[O:10])/[CH:2]=[CH:3]/[C:4]([O:6][CH:7]([CH3:9])[CH3:8])=[O:5].[C:15]([O:24][CH2:25][CH3:26])(=[O:23])/[CH:16]=[CH:17]/[C:18]([O:20][CH2:21][CH3:22])=[O:19].[C:27]([NH:31][C:32](=[O:36])[C:33]([CH3:35])=[CH2:34])([CH3:30])([CH3:29])[CH3:28].CCCCCC. (2) Given the product [CH3:22][O:21][C:20]1[CH:19]=[CH:18][C:14]([C:15]([OH:17])=[O:16])=[CH:13][C:12]=1[S:11][CH2:28][CH2:29][C:30]1[CH:31]=[C:32]([CH3:36])[CH:33]=[CH:34][CH:35]=1, predict the reactants needed to synthesize it. The reactants are: [C:15]([C:14]1[CH:18]=[CH:19][C:20]([O:21][CH3:22])=[C:12]([S:11][S:11][C:12]2[CH:13]=[C:14]([CH:18]=[CH:19][C:20]=2[O:21][CH3:22])[C:15]([OH:17])=[O:16])[CH:13]=1)([OH:17])=[O:16].[BH4-].[Na+].Br[CH2:28][CH2:29][C:30]1[CH:35]=[CH:34][CH:33]=[C:32]([CH3:36])[CH:31]=1.C(N(CC)CC)C.